Dataset: Forward reaction prediction with 1.9M reactions from USPTO patents (1976-2016). Task: Predict the product of the given reaction. (1) Given the reactants [CH3:1][O:2][C:3]1[N:8]=[CH:7][C:6]([C:9]2[CH2:14][CH2:13][CH:12]([N:15]3[CH2:18][CH:17]([NH:19][C:20]([CH2:22][NH:23][C:24](=[O:35])[C:25]4[CH:30]=[CH:29][CH:28]=[C:27]([C:31]([F:34])([F:33])[F:32])[CH:26]=4)=[O:21])[CH2:16]3)[CH2:11][CH:10]=2)=[CH:5][CH:4]=1, predict the reaction product. The product is: [CH3:1][O:2][C:3]1[N:8]=[CH:7][C:6]([CH:9]2[CH2:14][CH2:13][CH:12]([N:15]3[CH2:16][CH:17]([NH:19][C:20]([CH2:22][NH:23][C:24](=[O:35])[C:25]4[CH:30]=[CH:29][CH:28]=[C:27]([C:31]([F:34])([F:32])[F:33])[CH:26]=4)=[O:21])[CH2:18]3)[CH2:11][CH2:10]2)=[CH:5][CH:4]=1. (2) Given the reactants Br[C:2]1[CH:7]=[CH:6][CH:5]=[CH:4][C:3]=1[CH3:8].ClC1C=CC=CC=1C.[NH2:17][C:18]1[CH:23]=[CH:22][CH:21]=[CH:20][CH:19]=1.CC([O-])(C)C.[Na+], predict the reaction product. The product is: [CH3:8][C:3]1[C:2]([NH:17][C:18]2[CH:23]=[CH:22][CH:21]=[CH:20][CH:19]=2)=[CH:7][CH:6]=[CH:5][CH:4]=1. (3) Given the reactants [C:1]([NH:9][C:10]1[S:11][CH2:12][C@@H:13]2[CH2:18][NH:17][CH2:16][C@:14]2([C:19]2[CH:20]=[C:21]([NH:25][C:26]([C:28]3[CH:33]=[CH:32][C:31]([F:34])=[CH:30][N:29]=3)=[O:27])[CH:22]=[CH:23][CH:24]=2)[N:15]=1)(=[O:8])[C:2]1[CH:7]=[CH:6][CH:5]=[CH:4][CH:3]=1.FC(F)(F)C(O)=O.[F:42][C:43]1[CH:44]=[N:45][C:46](Cl)=[N:47][CH:48]=1.C(N(C(C)C)CC)(C)C, predict the reaction product. The product is: [C:1]([NH:9][C:10]1[S:11][CH2:12][C@@H:13]2[CH2:18][N:17]([C:46]3[N:47]=[CH:48][C:43]([F:42])=[CH:44][N:45]=3)[CH2:16][C@:14]2([C:19]2[CH:20]=[C:21]([NH:25][C:26]([C:28]3[CH:33]=[CH:32][C:31]([F:34])=[CH:30][N:29]=3)=[O:27])[CH:22]=[CH:23][CH:24]=2)[N:15]=1)(=[O:8])[C:2]1[CH:7]=[CH:6][CH:5]=[CH:4][CH:3]=1. (4) Given the reactants Br[C:2]1[CH:7]=[CH:6][C:5]([N+:8]([O-:10])=[O:9])=[CH:4][C:3]=1[NH2:11].C1(P(C2CCCCC2)C2C=CC=CC=2C2C(C(C)C)=CC(C(C)C)=CC=2C(C)C)CCCCC1.[CH3:46][O:47][CH:48]([O:56][CH3:57])[CH2:49][C:50]#[C:51][C:52]([CH3:55])([CH3:54])[CH3:53].C1(N(C2CCCCC2)C)CCCCC1, predict the reaction product. The product is: [C:52]([C:51]1[NH:11][C:3]2[C:2]([C:50]=1[CH2:49][CH:48]([O:56][CH3:57])[O:47][CH3:46])=[CH:7][CH:6]=[C:5]([N+:8]([O-:10])=[O:9])[CH:4]=2)([CH3:55])([CH3:53])[CH3:54]. (5) Given the reactants [CH3:1][N:2]1[CH2:7][CH2:6][NH:5][CH2:4][CH2:3]1.[Br:8][CH2:9][C:10]1[CH:11]=[C:12]([S:16](Cl)(=[O:18])=[O:17])[CH:13]=[CH:14][CH:15]=1.C(N(CC)CC)C, predict the reaction product. The product is: [Br:8][CH2:9][C:10]1[CH:11]=[C:12]([S:16]([N:5]2[CH2:6][CH2:7][N:2]([CH3:1])[CH2:3][CH2:4]2)(=[O:18])=[O:17])[CH:13]=[CH:14][CH:15]=1. (6) Given the reactants C[O:2][C:3](=[O:40])[CH2:4][CH2:5][NH:6][C:7](=[O:39])[C:8]1[CH:13]=[CH:12][C:11]([C:14]([CH2:36][CH:37]=[CH2:38])([CH2:18][O:19][C:20]2[CH:25]=[CH:24][C:23]([C:26]3[CH:31]=[CH:30][C:29]([C:32]([F:35])([F:34])[F:33])=[CH:28][CH:27]=3)=[CH:22][CH:21]=2)[CH2:15][CH:16]=[CH2:17])=[CH:10][CH:9]=1.[Li+].[OH-].Cl, predict the reaction product. The product is: [CH2:15]([C:14]([C:11]1[CH:10]=[CH:9][C:8]([C:7]([NH:6][CH2:5][CH2:4][C:3]([OH:40])=[O:2])=[O:39])=[CH:13][CH:12]=1)([CH2:18][O:19][C:20]1[CH:21]=[CH:22][C:23]([C:26]2[CH:31]=[CH:30][C:29]([C:32]([F:34])([F:35])[F:33])=[CH:28][CH:27]=2)=[CH:24][CH:25]=1)[CH2:36][CH2:37][CH3:38])[CH2:16][CH3:17]. (7) The product is: [F:19][C:20]1[CH:27]=[CH:26][C:23]([CH2:24][N:3]2[C:2]([CH3:1])=[C:6]([B:7]3[O:11][C:10]([CH3:12])([CH3:13])[C:9]([CH3:15])([CH3:14])[O:8]3)[C:5]([CH3:16])=[N:4]2)=[CH:22][CH:21]=1. Given the reactants [CH3:1][C:2]1[C:6]([B:7]2[O:11][C:10]([CH3:13])([CH3:12])[C:9]([CH3:15])([CH3:14])[O:8]2)=[C:5]([CH3:16])[NH:4][N:3]=1.[H-].[Na+].[F:19][C:20]1[CH:27]=[CH:26][C:23]([CH2:24]Br)=[CH:22][CH:21]=1.O, predict the reaction product. (8) Given the reactants [Cl:1][C:2]1[CH:7]=[CH:6][CH:5]=[CH:4][C:3]=1[C:8](=O)[CH3:9].S(O)(O)(=O)=O.[CH3:16][NH:17][NH2:18], predict the reaction product. The product is: [Cl:1][C:2]1[CH:7]=[CH:6][CH:5]=[CH:4][C:3]=1/[C:8](=[N:18]\[NH:17][CH3:16])/[CH3:9]. (9) Given the reactants [F:1][C:2]([F:33])([F:32])[C:3]1[CH:4]=[C:5]([CH:25]=[C:26]([C:28]([F:31])([F:30])[F:29])[CH:27]=1)[CH2:6][N:7]([CH3:24])[C:8](=[O:23])[C:9]1[C:14]([C:15]2[CH:20]=[CH:19][CH:18]=[CH:17][C:16]=2[CH3:21])=[CH:13][C:12](I)=[N:11][CH:10]=1.[N:34]1[CH:39]=[CH:38][C:37](B(O)O)=[CH:36][CH:35]=1.C(=O)([O-])[O-].[Na+].[Na+], predict the reaction product. The product is: [F:1][C:2]([F:33])([F:32])[C:3]1[CH:4]=[C:5]([CH:25]=[C:26]([C:28]([F:31])([F:30])[F:29])[CH:27]=1)[CH2:6][N:7]([CH3:24])[C:8]([C:9]1[C:14]([C:15]2[CH:20]=[CH:19][CH:18]=[CH:17][C:16]=2[CH3:21])=[CH:13][C:12]([C:37]2[CH:38]=[CH:39][N:34]=[CH:35][CH:36]=2)=[N:11][CH:10]=1)=[O:23]. (10) The product is: [CH3:1][O:2][C:3]1[CH:4]=[CH:5][C:6]([CH2:11][C@@H:12]2[C@@H:17]([CH2:18][C:19]3[CH:20]=[CH:21][C:22]([OH:27])=[C:23]([O:25][CH3:26])[CH:24]=3)[C:15](=[O:16])[O:14][CH2:13]2)=[CH:7][C:8]=1[O:9][CH3:10].[C:28]([O-:34])(=[O:33])[CH2:29][CH2:30][CH2:31][CH3:32]. Given the reactants [CH3:1][O:2][C:3]1[CH:4]=[CH:5][C:6]([CH2:11][C@@H:12]2[C@@H:17]([CH2:18][C:19]3[CH:20]=[CH:21][C:22]([OH:27])=[C:23]([O:25][CH3:26])[CH:24]=3)[C:15](=[O:16])[O:14][CH2:13]2)=[CH:7][C:8]=1[O:9][CH3:10].[C:28]([OH:34])(=[O:33])[CH2:29][CH2:30][CH2:31][CH3:32].O, predict the reaction product.